This data is from NCI-60 drug combinations with 297,098 pairs across 59 cell lines. The task is: Regression. Given two drug SMILES strings and cell line genomic features, predict the synergy score measuring deviation from expected non-interaction effect. (1) Drug 1: CC12CCC(CC1=CCC3C2CCC4(C3CC=C4C5=CN=CC=C5)C)O. Drug 2: CC1=C(C(=O)C2=C(C1=O)N3CC4C(C3(C2COC(=O)N)OC)N4)N. Cell line: ACHN. Synergy scores: CSS=33.7, Synergy_ZIP=4.53, Synergy_Bliss=2.39, Synergy_Loewe=-36.8, Synergy_HSA=2.07. (2) Drug 1: COC1=C(C=C2C(=C1)N=CN=C2NC3=CC(=C(C=C3)F)Cl)OCCCN4CCOCC4. Drug 2: C1=C(C(=O)NC(=O)N1)F. Cell line: UO-31. Synergy scores: CSS=43.8, Synergy_ZIP=-3.36, Synergy_Bliss=-4.17, Synergy_Loewe=3.94, Synergy_HSA=5.12. (3) Drug 1: C1C(C(OC1N2C=C(C(=O)NC2=O)F)CO)O. Drug 2: CC12CCC3C(C1CCC2OP(=O)(O)O)CCC4=C3C=CC(=C4)OC(=O)N(CCCl)CCCl.[Na+]. Cell line: SF-268. Synergy scores: CSS=29.5, Synergy_ZIP=-1.12, Synergy_Bliss=1.68, Synergy_Loewe=-28.7, Synergy_HSA=2.30. (4) Drug 1: CN(C)N=NC1=C(NC=N1)C(=O)N. Synergy scores: CSS=7.71, Synergy_ZIP=-7.96, Synergy_Bliss=-7.10, Synergy_Loewe=-9.10, Synergy_HSA=-6.23. Cell line: SK-OV-3. Drug 2: C1CC(C1)(C(=O)O)C(=O)O.[NH2-].[NH2-].[Pt+2]. (5) Cell line: SK-MEL-28. Drug 2: C1CN(CCN1C(=O)CCBr)C(=O)CCBr. Synergy scores: CSS=36.4, Synergy_ZIP=2.66, Synergy_Bliss=4.82, Synergy_Loewe=-8.98, Synergy_HSA=5.45. Drug 1: CCC1=CC2CC(C3=C(CN(C2)C1)C4=CC=CC=C4N3)(C5=C(C=C6C(=C5)C78CCN9C7C(C=CC9)(C(C(C8N6C)(C(=O)OC)O)OC(=O)C)CC)OC)C(=O)OC.C(C(C(=O)O)O)(C(=O)O)O. (6) Drug 1: CS(=O)(=O)C1=CC(=C(C=C1)C(=O)NC2=CC(=C(C=C2)Cl)C3=CC=CC=N3)Cl. Drug 2: C1CCC(C1)C(CC#N)N2C=C(C=N2)C3=C4C=CNC4=NC=N3. Cell line: SNB-19. Synergy scores: CSS=-3.23, Synergy_ZIP=1.49, Synergy_Bliss=-0.0497, Synergy_Loewe=-3.61, Synergy_HSA=-3.19.